Dataset: Forward reaction prediction with 1.9M reactions from USPTO patents (1976-2016). Task: Predict the product of the given reaction. (1) Given the reactants [F:1][C:2]1[CH2:3][N:4](O)[CH:5]=[CH:6][CH:7]=1.C[Si]([C:13]#[N:14])(C)C, predict the reaction product. The product is: [F:1][C:2]1[C:3]([C:13]#[N:14])=[N:4][CH:5]=[CH:6][CH:7]=1. (2) Given the reactants [CH3:1][O:2][C:3](=[O:29])[NH:4][C:5]1[C:6]([NH2:28])=[N:7][C:8]([C:12]2[C:20]3[C:15](=[N:16][CH:17]=[CH:18][CH:19]=3)[N:14]([CH2:21][CH:22]3[CH2:27][CH2:26][CH2:25][CH2:24][CH2:23]3)[N:13]=2)=[N:9][C:10]=1[NH2:11].[H-].[Na+].I[CH3:33].Cl, predict the reaction product. The product is: [NH2:11][C:10]1[C:5]([N:4]([CH3:33])[C:3](=[O:29])[O:2][CH3:1])=[C:6]([NH2:28])[N:7]=[C:8]([C:12]2[C:20]3[C:15](=[N:16][CH:17]=[CH:18][CH:19]=3)[N:14]([CH2:21][CH:22]3[CH2:23][CH2:24][CH2:25][CH2:26][CH2:27]3)[N:13]=2)[N:9]=1. (3) The product is: [C:1]12([CH2:11][C:12]([NH:26][C:17]3[C:16]([Cl:15])=[CH:25][CH:24]=[C:23]4[C:18]=3[CH:19]=[CH:20][CH:21]=[N:22]4)=[O:13])[CH2:10][CH:5]3[CH2:4][CH:3]([CH2:9][CH:7]([CH2:6]3)[CH2:8]1)[CH2:2]2. Given the reactants [C:1]12([CH2:11][C:12](Cl)=[O:13])[CH2:10][CH:5]3[CH2:6][CH:7]([CH2:9][CH:3]([CH2:4]3)[CH2:2]1)[CH2:8]2.[Cl:15][C:16]1[CH:25]=[CH:24][C:23]2[N:22]=[CH:21][CH:20]=[CH:19][C:18]=2[C:17]=1[NH2:26].[H-].[Na+], predict the reaction product.